Dataset: Full USPTO retrosynthesis dataset with 1.9M reactions from patents (1976-2016). Task: Predict the reactants needed to synthesize the given product. (1) The reactants are: Cl.Cl.[OH:3][C@H:4]1[C@@H:9]([CH3:10])[CH2:8][CH2:7][N:6]([CH2:11][CH2:12][CH2:13][N:14]2[CH2:19][CH2:18][NH:17][CH:16]([CH3:20])[C:15]2=[O:21])[CH2:5]1.[Cl:22][C:23]1[CH:24]=[C:25]([CH:31]=[CH:32][C:33]=1[F:34])[CH:26]=[CH:27][C:28](O)=[O:29].C(N(CC)CC)C.F[P-](F)(F)(F)(F)F.N1(OC(N(C)C)=[N+](C)C)C2N=CC=CC=2N=N1. Given the product [Cl:22][C:23]1[CH:24]=[C:25](/[CH:26]=[CH:27]/[C:28]([N:17]2[CH2:18][CH2:19][N:14]([CH2:13][CH2:12][CH2:11][N:6]3[CH2:7][CH2:8][C@H:9]([CH3:10])[C@H:4]([OH:3])[CH2:5]3)[C:15](=[O:21])[CH:16]2[CH3:20])=[O:29])[CH:31]=[CH:32][C:33]=1[F:34], predict the reactants needed to synthesize it. (2) Given the product [CH3:1][O:2][C:3]1[CH:8]=[CH:7][C:6]([S:9]([N:12]2[C:20]3[C:15](=[CH:16][C:17]([O:21][CH3:22])=[CH:18][CH:19]=3)[C:14]([CH2:23][CH2:24][C:25]([OH:27])=[O:26])=[CH:13]2)(=[O:10])=[O:11])=[CH:5][CH:4]=1, predict the reactants needed to synthesize it. The reactants are: [CH3:1][O:2][C:3]1[CH:8]=[CH:7][C:6]([S:9]([N:12]2[C:20]3[C:15](=[CH:16][C:17]([O:21][CH3:22])=[CH:18][CH:19]=3)[C:14]([CH:23]=[CH:24][C:25]([OH:27])=[O:26])=[CH:13]2)(=[O:11])=[O:10])=[CH:5][CH:4]=1. (3) Given the product [C:12]([C:11]1[C:14]([CH3:15])=[C:7]([CH2:6][O:5][C:4]2[CH:16]=[C:17]([O:20][CH2:21][C:22]3[C:23]([CH3:34])=[C:24]([C:28]4[CH:33]=[CH:32][CH:31]=[CH:30][CH:29]=4)[CH:25]=[CH:26][CH:27]=3)[CH:18]=[CH:19][C:3]=2[CH2:1][NH:35][C@H:36]([CH2:40][OH:41])[C:37]([OH:39])=[O:38])[CH:8]=[N:9][CH:10]=1)#[N:13], predict the reactants needed to synthesize it. The reactants are: [CH:1]([C:3]1[CH:19]=[CH:18][C:17]([O:20][CH2:21][C:22]2[C:23]([CH3:34])=[C:24]([C:28]3[CH:33]=[CH:32][CH:31]=[CH:30][CH:29]=3)[CH:25]=[CH:26][CH:27]=2)=[CH:16][C:4]=1[O:5][CH2:6][C:7]1[CH:8]=[N:9][CH:10]=[C:11]([C:14]=1[CH3:15])[C:12]#[N:13])=O.[NH2:35][C@H:36]([CH2:40][OH:41])[C:37]([OH:39])=[O:38].C([BH3-])#N.[Na+]. (4) Given the product [F:1][C:2]1[CH:3]=[C:4]([N+:9]([O-:11])=[O:10])[CH:5]=[CH:6][C:7]=1[S:13][CH3:12], predict the reactants needed to synthesize it. The reactants are: [F:1][C:2]1[CH:3]=[C:4]([N+:9]([O-:11])=[O:10])[CH:5]=[CH:6][C:7]=1F.[CH3:12][S-:13].[Na+]. (5) Given the product [F:19][C:20]1[CH:25]=[CH:24][C:23]([F:26])=[CH:22][C:21]=1[S:27]([NH:1][C:2]1[C:3]([F:12])=[C:4]([CH:9]=[CH:10][CH:11]=1)[C:5]([O:7][CH3:8])=[O:6])(=[O:29])=[O:28], predict the reactants needed to synthesize it. The reactants are: [NH2:1][C:2]1[C:3]([F:12])=[C:4]([CH:9]=[CH:10][CH:11]=1)[C:5]([O:7][CH3:8])=[O:6].N1C=CC=CC=1.[F:19][C:20]1[CH:25]=[CH:24][C:23]([F:26])=[CH:22][C:21]=1[S:27](Cl)(=[O:29])=[O:28].